From a dataset of Forward reaction prediction with 1.9M reactions from USPTO patents (1976-2016). Predict the product of the given reaction. (1) Given the reactants [H-].[Na+].[CH:3]1[C:12]2[C:7](=[CH:8][CH:9]=[CH:10][CH:11]=2)[CH:6]=[CH:5][C:4]=1[OH:13].[F:14][C:15]1[CH:22]=[CH:21][CH:20]=[C:19](F)[C:16]=1[C:17]#[N:18], predict the reaction product. The product is: [F:14][C:15]1[CH:22]=[CH:21][CH:20]=[C:19]([O:13][C:4]2[CH:5]=[CH:6][C:7]3[C:12](=[CH:11][CH:10]=[CH:9][CH:8]=3)[CH:3]=2)[C:16]=1[C:17]#[N:18]. (2) Given the reactants [Cl:1][C:2]1[CH:10]=[CH:9][C:5]([C:6]([OH:8])=O)=[CH:4][C:3]=1[CH3:11].[Li][CH3:13].Cl, predict the reaction product. The product is: [Cl:1][C:2]1[CH:10]=[CH:9][C:5]([C:6](=[O:8])[CH3:13])=[CH:4][C:3]=1[CH3:11].